From a dataset of Catalyst prediction with 721,799 reactions and 888 catalyst types from USPTO. Predict which catalyst facilitates the given reaction. Reactant: [H-].[Na+].[O:3]=[C:4]([CH2:12][CH2:13][CH2:14][CH2:15][CH3:16])[CH2:5]P(=O)(OC)OC.[CH3:17][O:18][C:19](=[O:35])[CH2:20][CH2:21][CH2:22][CH2:23][CH2:24][CH2:25][N:26]1[C:31](=[O:32])[CH2:30][CH2:29][CH2:28][CH:27]1[CH:33]=O. Product: [CH3:17][O:18][C:19](=[O:35])[CH2:20][CH2:21][CH2:22][CH2:23][CH2:24][CH2:25][N:26]1[CH:27](/[CH:33]=[CH:5]/[C:4](=[O:3])[CH2:12][CH2:13][CH2:14][CH2:15][CH3:16])[CH2:28][CH2:29][CH2:30][C:31]1=[O:32]. The catalyst class is: 1.